Predict the reactants needed to synthesize the given product. From a dataset of Retrosynthesis with 50K atom-mapped reactions and 10 reaction types from USPTO. (1) Given the product Cc1cc(/C=C/C(=O)NC(c2cccc(C(F)(F)F)c2)C(F)(F)F)sc1C(=O)O, predict the reactants needed to synthesize it. The reactants are: CCOC(=O)c1sc(/C=C/C(=O)NC(c2cccc(C(F)(F)F)c2)C(F)(F)F)cc1C. (2) Given the product CC(C)c1noc(-c2c(N)ncnc2Cl)n1, predict the reactants needed to synthesize it. The reactants are: CC(C)C(N)=NOC(=O)c1c(N)ncnc1Cl. (3) Given the product CCCCCNC(=O)[C@@H]1CCCN1C(=O)OCc1ccccc1, predict the reactants needed to synthesize it. The reactants are: CCCCCN.O=C(O)[C@@H]1CCCN1C(=O)OCc1ccccc1. (4) Given the product CC(C)(C)N1C(=O)C(NC2CCN(Cc3ccc(C#N)cc3)CC2)=C(c2ccccc2)S1(=O)=O, predict the reactants needed to synthesize it. The reactants are: CC(C)(C)N1C(=O)C(NC2CCNCC2)=C(c2ccccc2)S1(=O)=O.N#Cc1ccc(CBr)cc1. (5) Given the product N#C[C@@H]1C[C@H](F)CN1C(=O)COS(=O)(=O)c1ccccc1[N+](=O)[O-], predict the reactants needed to synthesize it. The reactants are: N#C[C@@H]1C[C@H](F)CN1C(=O)CO.O=[N+]([O-])c1ccccc1S(=O)(=O)Cl. (6) The reactants are: CCCC1CN(C)CC=C1c1ccc(Cl)cc1.OO. Given the product CCCC1CN(C)CC(O)C1c1ccc(Cl)cc1, predict the reactants needed to synthesize it. (7) Given the product COc1cc(C)nc(-n2cncn2)n1, predict the reactants needed to synthesize it. The reactants are: COc1cc(C)nc(Cl)n1.c1nc[nH]n1.